From a dataset of Full USPTO retrosynthesis dataset with 1.9M reactions from patents (1976-2016). Predict the reactants needed to synthesize the given product. (1) Given the product [NH:1]1[C:5]2[CH:6]=[CH:7][C:8]([C:10]3[N:21]([CH2:14][C:15]4[CH:20]=[CH:19][CH:18]=[CH:17][CH:16]=4)[C:22](=[O:23])[NH:13][N:12]=3)=[CH:9][C:4]=2[N:3]=[CH:2]1, predict the reactants needed to synthesize it. The reactants are: [N:1]1[C:5]2[CH:6]=[CH:7][C:8]([C:10]([NH:12][NH2:13])=O)=[CH:9][C:4]=2[NH:3][CH:2]=1.[CH2:14]([N:21]=[C:22]=[O:23])[C:15]1[CH:20]=[CH:19][CH:18]=[CH:17][CH:16]=1. (2) Given the product [F:29][C:14]([F:13])([F:28])[C:15]1[CH:27]=[CH:26][CH:25]=[CH:24][C:16]=1[CH2:17][CH:18]1[CH2:19][CH2:20][N:21]([C:2]2[N:7]=[N:6][C:5]([C:8]([NH:41][NH2:42])=[O:10])=[CH:4][CH:3]=2)[CH2:22][CH2:23]1, predict the reactants needed to synthesize it. The reactants are: Cl[C:2]1[N:7]=[N:6][C:5]([C:8]([O:10]C)=O)=[CH:4][CH:3]=1.[Cl-].[F:13][C:14]([F:29])([F:28])[C:15]1[CH:27]=[CH:26][CH:25]=[CH:24][C:16]=1[CH2:17][CH:18]1[CH2:23][CH2:22][NH2+:21][CH2:20][CH2:19]1.C(N(CC)C(C)C)(C)C.Cl.O.[NH2:41][NH2:42]. (3) Given the product [CH:21]1([CH2:20][O:1][C:2]2[CH:7]=[CH:6][CH:5]=[CH:4][C:3]=2[C:8]2[NH:9][C:10]([CH3:18])=[C:11]3[C:16]=2[CH2:15][CH2:14][CH2:13][C:12]3=[O:17])[CH2:25][CH2:24][CH2:23][CH2:22]1, predict the reactants needed to synthesize it. The reactants are: [OH:1][C:2]1[CH:7]=[CH:6][CH:5]=[CH:4][C:3]=1[C:8]1[NH:9][C:10]([CH3:18])=[C:11]2[C:16]=1[CH2:15][CH2:14][CH2:13][C:12]2=[O:17].Br[CH2:20][CH:21]1[CH2:25][CH2:24][CH2:23][CH2:22]1.C(=O)([O-])[O-].[K+].[K+]. (4) Given the product [CH:16]1[C:17]2[C:12](=[C:11]([CH2:5][C:6]([O:8][CH2:9][CH3:10])=[O:7])[CH:20]=[CH:19][CH:18]=2)[CH:13]=[CH:14][N:15]=1, predict the reactants needed to synthesize it. The reactants are: C(O[CH:5]([C:11]1[CH:20]=[CH:19][CH:18]=[C:17]2[C:12]=1[CH:13]=[CH:14][N:15]=[CH:16]2)[C:6]([O:8][CH2:9][CH3:10])=[O:7])(=O)C. (5) Given the product [F:35][C:31]1[CH:30]=[C:29]([C:5]2[C:4]([C:1]([NH2:2])=[O:3])=[C:8]3[CH2:9][N:10]([C:13]([NH:15][CH:16]4[CH2:17][CH2:18][NH:19][CH2:20][CH2:21]4)=[O:14])[CH2:11][CH2:12][N:7]3[N:6]=2)[CH:34]=[CH:33][CH:32]=1, predict the reactants needed to synthesize it. The reactants are: [C:1]([C:4]1[C:5]([C:29]2[CH:34]=[CH:33][CH:32]=[C:31]([F:35])[CH:30]=2)=[N:6][N:7]2[CH2:12][CH2:11][N:10]([C:13]([NH:15][CH:16]3[CH2:21][CH2:20][N:19](C(OC(C)(C)C)=O)[CH2:18][CH2:17]3)=[O:14])[CH2:9][C:8]=12)(=[O:3])[NH2:2].C(O)(C(F)(F)F)=O. (6) The reactants are: N1CC[C@H]([N:6]2[CH:10]=[C:9]([C:11]3[N:12]=[C:13]([OH:21])[C:14]4[CH:20]=[CH:19][N:18]=[CH:17][C:15]=4[N:16]=3)[CH:8]=[N:7]2)C1.[C:22]([O:26][C:27]([N:29]1[CH2:34][CH2:33][CH:32]([C:35]([OH:37])=O)[CH2:31][CH2:30]1)=[O:28])([CH3:25])([CH3:24])[CH3:23].CC[N:40]([CH:44]([CH3:46])C)[CH:41]([CH3:43])C.CN(C(ON1N=NC2C=CC=NC1=2)=[N+](C)C)C.F[P-](F)(F)(F)(F)F. Given the product [OH:21][C:13]1[C:14]2[CH:20]=[CH:19][N:18]=[CH:17][C:15]=2[N:16]=[C:11]([C:9]2[C:10]([C@H:46]3[CH2:43][CH2:41][N:40]([C:35]([CH:32]4[CH2:31][CH2:30][N:29]([C:27]([O:26][C:22]([CH3:23])([CH3:24])[CH3:25])=[O:28])[CH2:34][CH2:33]4)=[O:37])[CH2:44]3)=[N:6][NH:7][CH:8]=2)[N:12]=1, predict the reactants needed to synthesize it. (7) Given the product [OH:28][C:8]1[CH:7]=[C:6]([CH2:5][C:1]#[N:2])[C:14]2[O:13][C:12]([C:15]3[CH:20]=[CH:19][C:18]([OH:21])=[CH:17][CH:16]=3)=[C:11]([C:22]3[CH:27]=[CH:26][CH:25]=[CH:24][CH:23]=3)[C:10]=2[CH:9]=1, predict the reactants needed to synthesize it. The reactants are: [C-:1]#[N:2].[K+].Br[CH2:5][C:6]1[C:14]2[O:13][C:12]([C:15]3[CH:20]=[CH:19][C:18]([OH:21])=[CH:17][CH:16]=3)=[C:11]([C:22]3[CH:27]=[CH:26][CH:25]=[CH:24][CH:23]=3)[C:10]=2[CH:9]=[C:8]([OH:28])[CH:7]=1.C1COCC1.C(=O)(O)[O-].[Na+]. (8) Given the product [C:32]([NH:31][C:27]1[CH:26]=[C:25]([CH:30]=[CH:29][CH:28]=1)[CH2:24][NH:23][C:20]([C:17]1[CH:16]=[CH:15][C:14]([C:3]2[CH:4]=[C:5]([C:8]3[O:9][C:10]([CH3:13])=[N:11][N:12]=3)[CH:6]=[CH:7][C:2]=2[CH3:1])=[CH:19][CH:18]=1)=[O:22])(=[O:34])[CH3:33], predict the reactants needed to synthesize it. The reactants are: [CH3:1][C:2]1[CH:7]=[CH:6][C:5]([C:8]2[O:9][C:10]([CH3:13])=[N:11][N:12]=2)=[CH:4][C:3]=1[C:14]1[CH:19]=[CH:18][C:17]([C:20]([OH:22])=O)=[CH:16][CH:15]=1.[NH2:23][CH2:24][C:25]1[CH:26]=[C:27]([NH:31][C:32](=[O:34])[CH3:33])[CH:28]=[CH:29][CH:30]=1.